Dataset: Forward reaction prediction with 1.9M reactions from USPTO patents (1976-2016). Task: Predict the product of the given reaction. (1) The product is: [NH2:2]/[C:1](=[N:28]\[OH:29])/[C:3](=[N:10]\[O:11][CH2:12][C:13]1[N:18]=[C:17]([NH:19][C:20](=[O:26])[O:21][C:22]([CH3:23])([CH3:25])[CH3:24])[CH:16]=[CH:15][CH:14]=1)/[C:4]1[CH:9]=[CH:8][CH:7]=[CH:6][CH:5]=1. Given the reactants [C:1](/[C:3](=[N:10]\[O:11][CH2:12][C:13]1[N:18]=[C:17]([NH:19][C:20](=[O:26])[O:21][C:22]([CH3:25])([CH3:24])[CH3:23])[CH:16]=[CH:15][CH:14]=1)/[C:4]1[CH:9]=[CH:8][CH:7]=[CH:6][CH:5]=1)#[N:2].Cl.[NH2:28][OH:29].C(=O)([O-])[O-].[K+].[K+].O, predict the reaction product. (2) Given the reactants [Cl:1][CH2:2][CH2:3][CH2:4][CH2:5][O:6][C:7]1[C:8]([O:20][CH3:21])=[CH:9][C:10]([C:18]#[N:19])=[C:11]([N:13]=[CH:14][N:15](C)C)[CH:12]=1.C(O)(=O)C.N[C:27]1[CH:31]=[C:30]([CH2:32][C:33]([OH:35])=[O:34])[NH:29][N:28]=1, predict the reaction product. The product is: [Cl:1][CH2:2][CH2:3][CH2:4][CH2:5][O:6][C:7]1[CH:12]=[C:11]2[C:10]([C:18]([NH:19][C:27]3[CH:31]=[C:30]([CH2:32][C:33]([OH:35])=[O:34])[NH:29][N:28]=3)=[N:15][CH:14]=[N:13]2)=[CH:9][C:8]=1[O:20][CH3:21]. (3) Given the reactants Br[CH2:2][C:3]1[CH:12]=[CH:11][C:6]([C:7]([O:9][CH3:10])=[O:8])=[C:5]([F:13])[CH:4]=1.[F:14][C:15]1[CH:16]=[C:17](B(O)O)[CH:18]=[CH:19][CH:20]=1.C(=O)([O-])[O-].[Na+].[Na+], predict the reaction product. The product is: [F:13][C:5]1[CH:4]=[C:3]([CH2:2][C:19]2[CH:18]=[CH:17][CH:16]=[C:15]([F:14])[CH:20]=2)[CH:12]=[CH:11][C:6]=1[C:7]([O:9][CH3:10])=[O:8]. (4) Given the reactants [CH2:1]([N:8]([CH2:10][C:11]1[C:19]2[C:18](=[O:20])[N:17]([C:21]3[CH:26]=[CH:25][C:24]([O:27][CH3:28])=[CH:23][CH:22]=3)[C:16](=[O:29])[N:15]([CH2:30][C:31]3[C:36]([F:37])=[CH:35][CH:34]=[CH:33][C:32]=3[F:38])[C:14]=2[S:13][C:12]=1[C:39]1[CH:44]=[CH:43][C:42]([NH:45][C:46]([NH:48][O:49][CH3:50])=[O:47])=[CH:41][CH:40]=1)C)C1C=CC=CC=1.[ClH:51], predict the reaction product. The product is: [ClH:51].[CH3:1][NH:8][CH2:10][C:11]1[C:19]2[C:18](=[O:20])[N:17]([C:21]3[CH:22]=[CH:23][C:24]([O:27][CH3:28])=[CH:25][CH:26]=3)[C:16](=[O:29])[N:15]([CH2:30][C:31]3[C:32]([F:38])=[CH:33][CH:34]=[CH:35][C:36]=3[F:37])[C:14]=2[S:13][C:12]=1[C:39]1[CH:40]=[CH:41][C:42]([NH:45][C:46]([NH:48][O:49][CH3:50])=[O:47])=[CH:43][CH:44]=1. (5) Given the reactants CS(O[CH2:6][CH2:7][C:8]1([NH:11][C:12]([O:14][C:15]([CH3:18])([CH3:17])[CH3:16])=[O:13])[CH2:10][CH2:9]1)(=O)=O.[C:19]1(=[O:29])[C:27]2[C:22](=[CH:23][CH:24]=[CH:25][CH:26]=2)[C:21](=[O:28])[NH:20]1.[K], predict the reaction product. The product is: [O:29]=[C:19]1[C:27]2[C:22](=[CH:23][CH:24]=[CH:25][CH:26]=2)[C:21](=[O:28])[N:20]1[CH2:6][CH2:7][C:8]1([NH:11][C:12](=[O:13])[O:14][C:15]([CH3:18])([CH3:17])[CH3:16])[CH2:10][CH2:9]1. (6) Given the reactants Cl[C:2]1[N:3]=[C:4]([N:23]2[CH2:28][CH2:27][O:26][CH2:25][CH2:24]2)[C:5]2[S:10][C:9]([C:11]3[CH:16]=[CH:15][CH:14]=[C:13]([C:17]4[N:21]([CH3:22])[N:20]=[N:19][N:18]=4)[CH:12]=3)=[CH:8][C:6]=2[N:7]=1.CC1(C)C(C)(C)OB([C:37]2[CH:38]=[N:39][C:40]([NH2:43])=[N:41][CH:42]=2)O1, predict the reaction product. The product is: [CH3:22][N:21]1[C:17]([C:13]2[CH:12]=[C:11]([C:9]3[S:10][C:5]4[C:4]([N:23]5[CH2:28][CH2:27][O:26][CH2:25][CH2:24]5)=[N:3][C:2]([C:37]5[CH:38]=[N:39][C:40]([NH2:43])=[N:41][CH:42]=5)=[N:7][C:6]=4[CH:8]=3)[CH:16]=[CH:15][CH:14]=2)=[N:18][N:19]=[N:20]1. (7) Given the reactants [C:1]([N+:5]#[C-:6])([CH3:4])([CH3:3])[CH3:2].[Cl:7][C:8]1[CH:13]=[CH:12][C:11]([CH:14]2[CH2:19][CH2:18][CH:17]([C:20](=O)[CH2:21][CH2:22][CH:23]=[CH2:24])[CH2:16][CH2:15]2)=[CH:10][CH:9]=1.[C:26]([O-:29])(=O)[CH3:27].[NH4+:30].[OH2:31], predict the reaction product. The product is: [C:26]([NH:30][C:20]([CH:17]1[CH2:18][CH2:19][CH:14]([C:11]2[CH:12]=[CH:13][C:8]([Cl:7])=[CH:9][CH:10]=2)[CH2:15][CH2:16]1)([CH2:21][CH2:22][CH:23]=[CH2:24])[C:6]([NH:5][C:1]([CH3:4])([CH3:3])[CH3:2])=[O:31])(=[O:29])[CH3:27].